Dataset: Forward reaction prediction with 1.9M reactions from USPTO patents (1976-2016). Task: Predict the product of the given reaction. (1) Given the reactants Cl.CNC.[C:5]1(=O)[CH2:10][CH2:9][CH2:8][CH2:7][CH2:6]1.[C-]#N.[K+].CN(C)C1(C#N)CCCC1.[CH3:25][N:26]([CH3:35])[C:27]1([C:33]#[N:34])[CH2:32][CH2:31][CH2:30][CH2:29][CH2:28]1.C1([Li])C=CC=CC=1.[BH4-].[Na+].NC(C1C=CC=CC=1)C1(N(C)C)CCCC1, predict the reaction product. The product is: [NH2:34][CH:33]([C:5]1[CH:10]=[CH:9][CH:8]=[CH:7][CH:6]=1)[C:27]1([N:26]([CH3:35])[CH3:25])[CH2:32][CH2:31][CH2:30][CH2:29][CH2:28]1. (2) The product is: [C:1]([C:5]1[NH:6][C:7]2[C:12]([CH:13]=1)=[CH:11][C:10]([NH2:14])=[C:9]([F:17])[CH:8]=2)([CH3:4])([CH3:2])[CH3:3]. Given the reactants [C:1]([C:5]1[NH:6][C:7]2[C:12]([CH:13]=1)=[CH:11][C:10]([N+:14]([O-])=O)=[C:9]([F:17])[CH:8]=2)([CH3:4])([CH3:3])[CH3:2], predict the reaction product. (3) The product is: [Cl:1][C:2]1[N:3]=[C:4]([S:11][CH3:12])[N:5]=[C:6]([NH:9][NH:10][C:20](=[O:21])[C@H:19]([CH2:18][CH:13]2[CH2:14][CH2:15][CH2:16][CH2:17]2)[CH2:23][N:24]([O:25][CH:26]2[CH2:31][CH2:30][CH2:29][CH2:28][O:27]2)[CH:32]=[O:33])[C:7]=1[F:8]. Given the reactants [Cl:1][C:2]1[C:7]([F:8])=[C:6]([NH:9][NH2:10])[N:5]=[C:4]([S:11][CH3:12])[N:3]=1.[CH:13]1([CH2:18][C@H:19]([CH2:23][N:24]([CH:32]=[O:33])[O:25][CH:26]2[CH2:31][CH2:30][CH2:29][CH2:28][O:27]2)[C:20](O)=[O:21])[CH2:17][CH2:16][CH2:15][CH2:14]1.C1C=NC2N(O)N=NC=2C=1.CCN=C=NCCCN(C)C.Cl.CN1CCOCC1, predict the reaction product. (4) Given the reactants C(N(CC)CC)C.[Cl:8][C:9]1[CH:17]=[CH:16][C:12]([C:13](O)=[O:14])=[CH:11][C:10]=1[NH:18][C:19]([C:21]1[C:32](=[O:33])[NH:31][C:24]2[N:25]=[C:26]([O:29][CH3:30])[N:27]=[CH:28][C:23]=2[CH:22]=1)=[O:20].CN(C(ON1N=NC2C=CC=NC1=2)=[N+](C)C)C.F[P-](F)(F)(F)(F)F.[NH2:58][CH2:59][CH2:60][C:61]([NH2:63])=[O:62].Cl, predict the reaction product. The product is: [NH2:63][C:61](=[O:62])[CH2:60][CH2:59][NH:58][C:13]([C:12]1[CH:16]=[CH:17][C:9]([Cl:8])=[C:10]([NH:18][C:19]([C:21]2[C:32](=[O:33])[NH:31][C:24]3[N:25]=[C:26]([O:29][CH3:30])[N:27]=[CH:28][C:23]=3[CH:22]=2)=[O:20])[CH:11]=1)=[O:14]. (5) Given the reactants [CH2:1]([N:3]([CH2:21][CH3:22])[C:4]([C:6]1[CH:7]=[CH:8][C:9]2[C:10](=O)[C:11]3[C:16]([O:17][C:18]=2[CH:19]=1)=[CH:15][CH:14]=[CH:13][CH:12]=3)=[O:5])[CH3:2].C(OC([N:30]1[CH2:35][CH2:34][C:33](=O)[CH2:32][CH2:31]1)=O)(C)(C)C.C(=O)([O-])[O-].[K+].[K+], predict the reaction product. The product is: [CH2:1]([N:3]([CH2:21][CH3:22])[C:4]([C:6]1[CH:7]=[CH:8][C:9]2[C:10](=[C:33]3[CH2:34][CH2:35][NH:30][CH2:31][CH2:32]3)[C:11]3[C:16]([O:17][C:18]=2[CH:19]=1)=[CH:15][CH:14]=[CH:13][CH:12]=3)=[O:5])[CH3:2].